Predict the reaction yield, written as a fraction of the theoretical maximum amount of product (1.0 means a 100% yield; for example, 0.34 means a 34% yield). From a dataset of Reaction yield outcomes from USPTO patents with 853,638 reactions. (1) The reactants are [CH3:1][N:2]1[C:6]([C:7]2[C:12]([OH:13])=[CH:11][CH:10]=[C:9]([CH3:14])[N:8]=2)=[CH:5][C:4]([CH3:15])=[N:3]1.Cl[C:17]1[C:26]2[C:21](=[CH:22][C:23]([O:29][CH3:30])=[C:24]([O:27][CH3:28])[CH:25]=2)[N:20]=[CH:19][CH:18]=1.C(=O)([O-])[O-].[Cs+].[Cs+].O. The catalyst is CN(C)C1C=CN=CC=1.CS(C)=O. The yield is 0.230. The product is [CH3:1][N:2]1[C:6]([C:7]2[C:12]([O:13][C:17]3[C:26]4[C:21](=[CH:22][C:23]([O:29][CH3:30])=[C:24]([O:27][CH3:28])[CH:25]=4)[N:20]=[CH:19][CH:18]=3)=[CH:11][CH:10]=[C:9]([CH3:14])[N:8]=2)=[CH:5][C:4]([CH3:15])=[N:3]1. (2) The reactants are [C:1]([C:3]1[S:7][C:6]([CH2:8][CH2:9][C:10](OC)=[O:11])=[CH:5][CH:4]=1)#[N:2].[BH4-].[Li+].Cl. The catalyst is C1COCC1. The product is [C:1]([C:3]1[S:7][C:6]([CH2:8][CH2:9][CH2:10][OH:11])=[CH:5][CH:4]=1)#[N:2]. The yield is 0.440. (3) The reactants are [NH2:1][C:2]1[CH:3]=[CH:4][C:5]([O:8][CH3:9])=[N:6][CH:7]=1.[CH:10]([C:12]([CH3:14])=O)=[CH2:11]. The catalyst is C(O)(=O)C.O.O.O.O.O.O.[Fe](Cl)(Cl)Cl. The product is [CH3:9][O:8][C:5]1[N:6]=[C:7]2[C:2](=[CH:3][CH:4]=1)[N:1]=[CH:11][CH:10]=[C:12]2[CH3:14]. The yield is 0.320. (4) The reactants are [Cl:1][C:2]1[CH:10]=[C:9]2[C:5]([C:6]3([C@@H:15]([C:16]4[CH:21]=[CH:20][N:19]=[C:18]([Cl:22])[C:17]=4[F:23])[C@H:14]([C:24]([OH:26])=[O:25])[N:13]([C@H](C4C=CC=CC=4)[C@@H](O)C4C=CC=CC=4)[C:12]43[CH2:46][CH2:45][C:44]([CH3:48])([CH3:47])[CH2:43][CH2:42]4)[C:7](=[O:11])[NH:8]2)=[CH:4][CH:3]=1.[N+]([O-])([O-])=O.[NH4+].[NH4+].[Ce+4].[N+]([O-])([O-])=O.[N+]([O-])([O-])=O.[N+]([O-])([O-])=O.[N+]([O-])([O-])=O.[N+]([O-])([O-])=O.C(=O)([O-])[O-].[K+].[K+]. The catalyst is CO.O. The product is [Cl:1][C:2]1[CH:10]=[C:9]2[C:5]([C:6]3([C@@H:15]([C:16]4[CH:21]=[CH:20][N:19]=[C:18]([Cl:22])[C:17]=4[F:23])[C@H:14]([C:24]([OH:26])=[O:25])[NH:13][C:12]43[CH2:46][CH2:45][C:44]([CH3:48])([CH3:47])[CH2:43][CH2:42]4)[C:7](=[O:11])[NH:8]2)=[CH:4][CH:3]=1. The yield is 0.330. (5) The reactants are I[C:2]1[C:10]2[O:9][CH:8]=[CH:7][C:6]=2[CH:5]=[C:4]([N+:11]([O-:13])=[O:12])[CH:3]=1.[NH2:14][C:15]1[CH:20]=[CH:19][N:18]=[CH:17][CH:16]=1.CC1(C)C2C(=C(P(C3C=CC=CC=3)C3C=CC=CC=3)C=CC=2)OC2C(P(C3C=CC=CC=3)C3C=CC=CC=3)=CC=CC1=2.CC([O-])(C)C.[Na+]. The catalyst is C1(C)C(C)=CC=CC=1.C1C=CC(/C=C/C(/C=C/C2C=CC=CC=2)=O)=CC=1.C1C=CC(/C=C/C(/C=C/C2C=CC=CC=2)=O)=CC=1.C1C=CC(/C=C/C(/C=C/C2C=CC=CC=2)=O)=CC=1.[Pd].[Pd]. The product is [N+:11]([C:4]1[CH:3]=[C:2]([NH:14][C:15]2[CH:20]=[CH:19][N:18]=[CH:17][CH:16]=2)[C:10]2[O:9][CH:8]=[CH:7][C:6]=2[CH:5]=1)([O-:13])=[O:12]. The yield is 0.600.